Predict the reactants needed to synthesize the given product. From a dataset of Full USPTO retrosynthesis dataset with 1.9M reactions from patents (1976-2016). (1) Given the product [Br:19][CH2:17][C:7]1[CH:8]=[C:9]([C:10]2[CH:15]=[CH:14][CH:13]=[C:12]([O:16][CH:38]3[CH2:33][O:32][CH2:37]3)[CH:11]=2)[C:4]([O:3][CH:2]([F:1])[F:18])=[N:5][CH:6]=1, predict the reactants needed to synthesize it. The reactants are: [F:1][CH:2]([F:18])[O:3][C:4]1[C:9]([C:10]2[CH:11]=[C:12]([OH:16])[CH:13]=[CH:14][CH:15]=2)=[CH:8][C:7]([CH3:17])=[CH:6][N:5]=1.[Br:19]C1C(OC(F)F)=NC=C(CBr)C=1.[OH:32][C:33]1C=C(B(O)O)C=[CH:37][CH:38]=1.C([O-])([O-])=O.[Na+].[Na+]. (2) Given the product [N:1]1([C:6]2[CH:11]=[CH:10][C:9]([C:12]#[C:13][CH:14]=[O:15])=[CH:8][CH:7]=2)[CH:5]=[CH:4][CH:3]=[N:2]1, predict the reactants needed to synthesize it. The reactants are: [N:1]1([C:6]2[CH:11]=[CH:10][C:9]([C:12]#[C:13][CH2:14][OH:15])=[CH:8][CH:7]=2)[CH:5]=[CH:4][CH:3]=[N:2]1. (3) Given the product [Br:11][C:10]1[C:2]([NH:1][S:19]([C:13]2[CH:18]=[CH:17][CH:16]=[CH:15][CH:14]=2)(=[O:21])=[O:20])=[CH:3][CH:4]=[C:5]2[C:9]=1[C:8](=[O:12])[CH2:7][CH2:6]2, predict the reactants needed to synthesize it. The reactants are: [NH2:1][C:2]1[C:10]([Br:11])=[C:9]2[C:5]([CH2:6][CH2:7][C:8]2=[O:12])=[CH:4][CH:3]=1.[C:13]1([S:19](Cl)(=[O:21])=[O:20])[CH:18]=[CH:17][CH:16]=[CH:15][CH:14]=1. (4) Given the product [Cl:1][C:2]1[C:11]2[C:6](=[CH:7][C:8]([F:13])=[CH:9][C:10]=2[F:12])[N:5]=[C:4]([C:14]2[CH:15]=[N:16][C:17]([N:27]3[CH2:28][CH2:29][C:24]([F:30])([F:23])[CH2:25][CH2:26]3)=[CH:18][CH:19]=2)[C:3]=1[CH3:21], predict the reactants needed to synthesize it. The reactants are: [Cl:1][C:2]1[C:11]2[C:6](=[CH:7][C:8]([F:13])=[CH:9][C:10]=2[F:12])[N:5]=[C:4]([C:14]2[CH:15]=[N:16][C:17](F)=[CH:18][CH:19]=2)[C:3]=1[CH3:21].Cl.[F:23][C:24]1([F:30])[CH2:29][CH2:28][NH:27][CH2:26][CH2:25]1.C(=O)([O-])[O-].[K+].[K+].O. (5) Given the product [Br:11][C:9]1[CH:10]=[C:5]2[N:4]=[C:2]([NH2:1])[O:12][C:6]2=[N:7][CH:8]=1, predict the reactants needed to synthesize it. The reactants are: [N:1]#[C:2]Br.[NH2:4][C:5]1[C:6]([OH:12])=[N:7][CH:8]=[C:9]([Br:11])[CH:10]=1. (6) Given the product [Br:7][C:5]1[N:6]=[C:2]([C@:23]23[CH2:22][O:21][C@@H:20]([CH3:19])[CH2:25][C@H:24]2[CH2:31][O:33][NH:28]3)[S:3][CH:4]=1, predict the reactants needed to synthesize it. The reactants are: Br[C:2]1[S:3][CH:4]=[C:5]([Br:7])[N:6]=1.C([Li])CCC.B(F)(F)F.CC[CH2:19][CH2:20][O:21][CH2:22][CH2:23][CH2:24][CH3:25].S1C=C[N:28]=C1.[C:31](=[O:33])=O. (7) Given the product [N:9]1[CH:14]=[CH:13][CH:12]=[C:11]([C:2]2[N:7]=[CH:6][N:5]=[C:4]([NH2:8])[CH:3]=2)[CH:10]=1, predict the reactants needed to synthesize it. The reactants are: Cl[C:2]1[N:7]=[CH:6][N:5]=[C:4]([NH2:8])[CH:3]=1.[N:9]1[CH:14]=[CH:13][CH:12]=[C:11](B(O)O)[CH:10]=1.C([O-])([O-])=O.[Na+].[Na+]. (8) Given the product [F:12][C:13]1[CH:14]=[CH:15][CH:16]=[C:17]2[C:21]=1[N:20]([CH2:2][CH2:4][CH2:6][CH2:7][CH3:8])[C:19](=[O:22])[C:18]2=[O:23], predict the reactants needed to synthesize it. The reactants are: N1C2[C:6](=[CH:7][CH:8]=CC=2)[C:4](=O)[C:2]1=O.[F:12][C:13]1[CH:14]=[CH:15][CH:16]=[C:17]2[C:21]=1[NH:20][C:19](=[O:22])[C:18]2=[O:23]. (9) Given the product [C:1]([N:38]1[CH2:39][CH2:40][CH:35]([O:34][C:31]2[CH:32]=[C:33]3[C:28](=[CH:29][C:30]=2[O:41][CH3:42])[N:27]=[CH:26][N:25]=[C:24]3[NH:23][C:11]2[CH:12]=[CH:13][C:14]([O:15][CH2:16][C:17]3[CH:22]=[CH:21][CH:20]=[CH:19][N:18]=3)=[C:9]([Cl:8])[CH:10]=2)[CH2:36][CH2:37]1)(=[O:3])[CH3:2], predict the reactants needed to synthesize it. The reactants are: [C:1](OC(=O)C)(=[O:3])[CH3:2].[Cl:8][C:9]1[CH:10]=[C:11]([NH:23][C:24]2[C:33]3[C:28](=[CH:29][C:30]([O:41][CH3:42])=[C:31]([O:34][CH:35]4[CH2:40][CH2:39][NH:38][CH2:37][CH2:36]4)[CH:32]=3)[N:27]=[CH:26][N:25]=2)[CH:12]=[CH:13][C:14]=1[O:15][CH2:16][C:17]1[CH:22]=[CH:21][CH:20]=[CH:19][N:18]=1.C(=O)([O-])[O-].[K+].[K+].